Dataset: Reaction yield outcomes from USPTO patents with 853,638 reactions. Task: Predict the reaction yield, written as a fraction of the theoretical maximum amount of product (1.0 means a 100% yield; for example, 0.34 means a 34% yield). (1) The reactants are [OH-].[Na+].F[CH:4](F)[O:5][C:6]1[CH:7]=[C:8](/[C:16](/[CH3:23])=[CH:17]/[C:18]([O:20]CC)=[O:19])[CH:9]=[CH:10][C:11]=1[O:12][CH:13](F)F. The catalyst is CCO. The product is [CH3:4][O:5][C:6]1[CH:7]=[C:8](/[C:16](/[CH3:23])=[CH:17]/[C:18]([OH:20])=[O:19])[CH:9]=[CH:10][C:11]=1[O:12][CH3:13]. The yield is 0.850. (2) The reactants are [F:1][C:2]([F:12])([F:11])[CH:3]([O:8][CH2:9]I)[C:4]([F:7])([F:6])[F:5].[F-:13].[K+].C(O)COCCOCCO. The catalyst is CN(C)C=O. The product is [CH2:9]([F:13])[O:8][CH:3]([C:4]([F:7])([F:6])[F:5])[C:2]([F:12])([F:11])[F:1]. The yield is 0.824. (3) The reactants are [Br:1][C:2]1[CH:3]=[C:4]([N+:13]([O-])=O)[C:5]([CH3:12])=[C:6]([CH:11]=1)[C:7]([O:9][CH3:10])=[O:8].[Cl-].[NH4+]. The catalyst is C(O)C.C(=O)(O)[O-].[Fe]. The product is [NH2:13][C:4]1[C:5]([CH3:12])=[C:6]([CH:11]=[C:2]([Br:1])[CH:3]=1)[C:7]([O:9][CH3:10])=[O:8]. The yield is 0.894. (4) The reactants are C1(C(C2C=CC=CC=2)[N:8]2[CH2:11][CH:10]([N:12]3[CH2:17][CH2:16][N:15]([C:18]([O:20][C:21]([CH3:24])([CH3:23])[CH3:22])=[O:19])[CH2:14][CH:13]3[CH2:25][CH2:26][OH:27])[CH2:9]2)C=CC=CC=1. The catalyst is C(O)(=O)C.[OH-].[Pd+2].[OH-]. The product is [NH:8]1[CH2:11][CH:10]([N:12]2[CH2:17][CH2:16][N:15]([C:18]([O:20][C:21]([CH3:22])([CH3:23])[CH3:24])=[O:19])[CH2:14][CH:13]2[CH2:25][CH2:26][OH:27])[CH2:9]1. The yield is 1.00. (5) The yield is 0.300. The catalyst is C(O)C. The reactants are [CH:1]1([CH:7]([NH:21][C:22]2[CH:23]=[CH:24][C:25]([C:28]([N:30]([CH3:38])[CH2:31][CH2:32][C:33]([O:35]CC)=[O:34])=[O:29])=[N:26][CH:27]=2)[C:8]2[CH:12]=[C:11]([C:13]3[CH:18]=[CH:17][C:16]([F:19])=[CH:15][CH:14]=3)[O:10][C:9]=2[CH3:20])[CH2:6][CH2:5][CH2:4][CH2:3][CH2:2]1.O1CCCC1.[OH-].[Li+]. The product is [CH:1]1([CH:7]([NH:21][C:22]2[CH:23]=[CH:24][C:25]([C:28]([N:30]([CH3:38])[CH2:31][CH2:32][C:33]([OH:35])=[O:34])=[O:29])=[N:26][CH:27]=2)[C:8]2[CH:12]=[C:11]([C:13]3[CH:14]=[CH:15][C:16]([F:19])=[CH:17][CH:18]=3)[O:10][C:9]=2[CH3:20])[CH2:6][CH2:5][CH2:4][CH2:3][CH2:2]1. (6) The reactants are C([NH:4][C@:5]1([C:22](NC(C)(C)C)=[O:23])[C@@H:9]([CH2:10][CH2:11][CH2:12][B:13]2[O:17]C(C)(C)C(C)(C)[O:14]2)[CH2:8][NH:7][CH2:6]1)(=O)C.C([N:36]1[CH:45]([CH:46]=O)[CH2:44][CH:43]2[C:38](=[CH:39][CH:40]=[CH:41][CH2:42]2)[CH2:37]1)(OC(C)(C)C)=O.S([O-])([O-])(=O)=[O:49].[Na+].[Na+].C(O)(=O)C.C(O[BH-](OC(=O)C)OC(=O)C)(=O)C.[Na+].C(=O)([O-])[O-].[Na+].[Na+]. The catalyst is ClCCCl. The product is [NH2:4][C@:5]1([C:22]([OH:23])=[O:49])[C@@H:9]([CH2:10][CH2:11][CH2:12][B:13]([OH:14])[OH:17])[CH2:8][N:7]([CH2:46][C@@H:45]2[CH2:44][C:43]3[C:38](=[CH:39][CH:40]=[CH:41][CH:42]=3)[CH2:37][NH:36]2)[CH2:6]1. The yield is 0.620. (7) The reactants are [C:1]([O:5][CH2:6][CH3:7])(=[O:4])[CH:2]=[CH2:3].B(F)(F)F.CCOCC.[CH:17]1[CH2:21][CH:20]=[CH:19][CH:18]=1.C1C2C3C=CC(C2C=C1)C3.S(=O)(=O)(O)O. The catalyst is C1(C)C=CC=CC=1. The product is [CH3:3][CH:2]([C:1]([O:5][CH2:6][CH3:7])=[O:4])[CH2:20][CH2:21][CH:17]=[CH:18][CH3:19]. The yield is 0.900. (8) The reactants are CCN(C(C)C)C(C)C.[CH3:10][C:11]1[N:15]([CH:16]([CH3:18])[CH3:17])[C:14]([C:19]2[CH:24]=[CH:23][N:22]=[C:21]([NH:25][CH:26]3[CH2:30][CH2:29][NH:28][CH2:27]3)[N:20]=2)=[CH:13][N:12]=1.[CH3:31][S:32](Cl)(=[O:34])=[O:33].S([O-])([O-])(=O)=O.[Mg+2]. The catalyst is CN(C1C=CN=CC=1)C.C(Cl)Cl.O. The product is [CH3:10][C:11]1[N:15]([CH:16]([CH3:18])[CH3:17])[C:14]([C:19]2[CH:24]=[CH:23][N:22]=[C:21]([NH:25][CH:26]3[CH2:30][CH2:29][N:28]([S:32]([CH3:31])(=[O:34])=[O:33])[CH2:27]3)[N:20]=2)=[CH:13][N:12]=1. The yield is 0.290.